Dataset: Peptide-MHC class II binding affinity with 134,281 pairs from IEDB. Task: Regression. Given a peptide amino acid sequence and an MHC pseudo amino acid sequence, predict their binding affinity value. This is MHC class II binding data. (1) The binding affinity (normalized) is 0.741. The peptide sequence is MPGGYCLEKWMLISS. The MHC is DRB1_0101 with pseudo-sequence DRB1_0101. (2) The peptide sequence is EKKYFAATQFEPLSA. The MHC is HLA-DPA10201-DPB10101 with pseudo-sequence HLA-DPA10201-DPB10101. The binding affinity (normalized) is 0.961. (3) The peptide sequence is GDEVPLLTKFVAAAL. The MHC is DRB1_0101 with pseudo-sequence DRB1_0101. The binding affinity (normalized) is 0.753.